From a dataset of Reaction yield outcomes from USPTO patents with 853,638 reactions. Predict the reaction yield, written as a fraction of the theoretical maximum amount of product (1.0 means a 100% yield; for example, 0.34 means a 34% yield). (1) The reactants are [CH3:1][O:2][C:3]1[CH:17]=[CH:16][C:6]([CH2:7][NH:8][C@@H:9]2[CH2:14][CH2:13][O:12][CH2:11][C@H:10]2[NH2:15])=[CH:5][CH:4]=1.C(N(CC)CC)C.Cl[C:26](Cl)([O:28]C(=O)OC(Cl)(Cl)Cl)Cl. The catalyst is C1COCC1.O. The product is [CH3:1][O:2][C:3]1[CH:4]=[CH:5][C:6]([CH2:7][N:8]2[C@@H:9]3[CH2:14][CH2:13][O:12][CH2:11][C@H:10]3[NH:15][C:26]2=[O:28])=[CH:16][CH:17]=1. The yield is 0.359. (2) The reactants are [C:1]12([CH2:11][CH2:12][NH:13][CH2:14][CH2:15][CH3:16])[CH2:10][CH:5]3[CH2:6][CH:7]([CH2:9][CH:3]([CH2:4]3)[CH2:2]1)[CH2:8]2.[N:17]1[CH:22]=[CH:21][C:20]([CH2:23][CH2:24][CH2:25][CH2:26][C:27]([OH:29])=O)=[CH:19][CH:18]=1.CN1CCOCC1.Cl.C(N=C=NCCCN(C)C)C. The catalyst is CN(C)C=O. The product is [C:1]12([CH2:11][CH2:12][N:13]([CH2:14][CH2:15][CH3:16])[C:27](=[O:29])[CH2:26][CH2:25][CH2:24][CH2:23][C:20]3[CH:19]=[CH:18][N:17]=[CH:22][CH:21]=3)[CH2:8][CH:7]3[CH2:6][CH:5]([CH2:4][CH:3]([CH2:9]3)[CH2:2]1)[CH2:10]2. The yield is 0.330. (3) The reactants are [C:1]([C:5]1O[C:7]([O:10]CC)=[CH:8][N:9]=1)([CH3:4])([CH3:3])[CH3:2].[C:13]([O:17][CH2:18][CH3:19])(=[O:16])[CH:14]=[CH2:15]. No catalyst specified. The product is [CH2:18]([O:17][C:13](=[O:16])[C:14]1[C:7]([OH:10])=[CH:8][N:9]=[C:5]([C:1]([CH3:2])([CH3:3])[CH3:4])[CH:15]=1)[CH3:19]. The yield is 0.540. (4) The reactants are [CH3:1][C:2]1[C:7]([CH2:8][C:9]([O:11][CH3:12])=[O:10])=[C:6]([C:13]2[CH:18]=[CH:17][C:16]([CH3:19])=[CH:15][CH:14]=2)[N:5]=[C:4]([N:20]2[CH2:25][CH2:24][CH2:23][CH2:22][CH2:21]2)[N:3]=1.[Li+].C[Si]([N-][Si](C)(C)C)(C)C.[CH2:36]1[CH2:40]O[CH2:38][CH2:37]1.IC(CC)C. The catalyst is CN(C=O)C. The product is [CH3:40][CH:36]([CH2:37][CH3:38])[CH:8]([C:7]1[C:2]([CH3:1])=[N:3][C:4]([N:20]2[CH2:21][CH2:22][CH2:23][CH2:24][CH2:25]2)=[N:5][C:6]=1[C:13]1[CH:18]=[CH:17][C:16]([CH3:19])=[CH:15][CH:14]=1)[C:9]([O:11][CH3:12])=[O:10]. The yield is 0.330.